This data is from Reaction yield outcomes from USPTO patents with 853,638 reactions. The task is: Predict the reaction yield, written as a fraction of the theoretical maximum amount of product (1.0 means a 100% yield; for example, 0.34 means a 34% yield). (1) The reactants are Br[C:2]1[C:7]([F:8])=[CH:6][CH:5]=[C:4]([Br:9])[N:3]=1.[S:10]1[C:14]([C:15]([NH2:17])=[O:16])=[CH:13][C:12]2[CH2:18][CH2:19][CH2:20][CH2:21][C:11]1=2.C(=O)([O-])[O-].[Cs+].[Cs+].CC1(C)C2C(=C(P(C3C=CC=CC=3)C3C=CC=CC=3)C=CC=2)OC2C(P(C3C=CC=CC=3)C3C=CC=CC=3)=CC=CC1=2. The catalyst is C1C=CC(/C=C/C(/C=C/C2C=CC=CC=2)=O)=CC=1.C1C=CC(/C=C/C(/C=C/C2C=CC=CC=2)=O)=CC=1.C1C=CC(/C=C/C(/C=C/C2C=CC=CC=2)=O)=CC=1.[Pd].[Pd].O1CCOCC1. The product is [Br:9][C:4]1[N:3]=[C:2]([NH:17][C:15]([C:14]2[S:10][C:11]3[CH2:21][CH2:20][CH2:19][CH2:18][C:12]=3[CH:13]=2)=[O:16])[C:7]([F:8])=[CH:6][CH:5]=1. The yield is 0.370. (2) The reactants are [C:1]([O:4][CH2:5][CH2:6][CH2:7][CH2:8][CH2:9][CH2:10][CH2:11][CH2:12][CH2:13][CH2:14][CH2:15][CH2:16][CH2:17][CH2:18][CH2:19][CH2:20][CH2:21]I)(=[O:3])[CH3:2].CC([C@@H]1N=C(C2C=CC=C(C3OC[C@H](C(C)C)N=3)N=2)OC1)C.[I:45][C:46]1[CH:53]=[CH:52][C:49]([CH2:50]Br)=[CH:48][CH:47]=1. The catalyst is CC(N(C)C)=O.CC([C@H]1N=C(C2C=CC=C(C3OC[C@@H](C(C)C)N=3)N=2)OC1)C.Cl[Ni]Cl.CC([C@@H]1N=C(C2C=CC=C(C3OC[C@H](C(C)C)N=3)N=2)OC1)C.[Zn].Cl[Ni]Cl.C(COC)OC. The product is [C:1]([O:4][CH2:5][CH2:6][CH2:7][CH2:8][CH2:9][CH2:10][CH2:11][CH2:12][CH2:13][CH2:14][CH2:15][CH2:16][CH2:17][CH2:18][CH2:19][CH2:20][CH2:21][CH2:50][C:49]1[CH:52]=[CH:53][C:46]([I:45])=[CH:47][CH:48]=1)(=[O:3])[CH3:2]. The yield is 0.880. (3) The reactants are [Cl:1][C:2]1[CH:7]=[CH:6][CH:5]=[C:4]([Cl:8])[C:3]=1[N:9]1[C:13]([CH2:14][O:15][C:16]2[CH:21]=[CH:20][C:19]([C:22]3[CH:27]=[CH:26][C:25]([C:28]#[N:29])=[CH:24][CH:23]=3)=[CH:18][CH:17]=2)=[C:12]([CH:30]([CH3:32])[CH3:31])[N:11]=[N:10]1.C(=O)([O-])[O-:34].[K+].[K+].OO. The catalyst is CS(C)=O.O. The product is [Cl:1][C:2]1[CH:7]=[CH:6][CH:5]=[C:4]([Cl:8])[C:3]=1[N:9]1[C:13]([CH2:14][O:15][C:16]2[CH:21]=[CH:20][C:19]([C:22]3[CH:27]=[CH:26][C:25]([C:28]([NH2:29])=[O:34])=[CH:24][CH:23]=3)=[CH:18][CH:17]=2)=[C:12]([CH:30]([CH3:32])[CH3:31])[N:11]=[N:10]1. The yield is 0.640.